Task: Predict the reaction yield, written as a fraction of the theoretical maximum amount of product (1.0 means a 100% yield; for example, 0.34 means a 34% yield).. Dataset: Reaction yield outcomes from USPTO patents with 853,638 reactions The reactants are Br[C:2]1[CH:3]=[CH:4][C:5]([CH2:9][N:10]2[CH2:15][CH2:14][O:13][CH2:12][CH2:11]2)=[N:6][C:7]=1[F:8].B1(B2OC(C)(C)C(C)(C)O2)OC(C)(C)C(C)(C)O1.C([O-])(=O)C.[K+].Cl[C:40]1[N:45]=[C:44]([CH3:46])[N:43]=[C:42]([N:47]([CH2:57][C:58]2[CH:63]=[CH:62][C:61]([O:64][CH3:65])=[CH:60][CH:59]=2)[CH2:48][C:49]2[CH:54]=[CH:53][C:52]([O:55][CH3:56])=[CH:51][CH:50]=2)[N:41]=1. The catalyst is O1CCOCC1.CCOC(C)=O.C1C=CC(P(C2C=CC=CC=2)[C-]2C=CC=C2)=CC=1.C1C=CC(P(C2C=CC=CC=2)[C-]2C=CC=C2)=CC=1.Cl[Pd]Cl.[Fe+2].O. The product is [F:8][C:7]1[C:2]([C:40]2[N:45]=[C:44]([CH3:46])[N:43]=[C:42]([N:47]([CH2:48][C:49]3[CH:50]=[CH:51][C:52]([O:55][CH3:56])=[CH:53][CH:54]=3)[CH2:57][C:58]3[CH:59]=[CH:60][C:61]([O:64][CH3:65])=[CH:62][CH:63]=3)[N:41]=2)=[CH:3][CH:4]=[C:5]([CH2:9][N:10]2[CH2:15][CH2:14][O:13][CH2:12][CH2:11]2)[N:6]=1. The yield is 0.210.